Dataset: Choline transporter screen with 302,306 compounds. Task: Binary Classification. Given a drug SMILES string, predict its activity (active/inactive) in a high-throughput screening assay against a specified biological target. (1) The drug is O=C1Nc2c(C1C(=O)C(=O)Nc1cc3c(cc1)cccc3)cccc2. The result is 0 (inactive). (2) The drug is S(=O)(=O)(N1CCC(CC1)C)c1cc2c(nc(cc2C(=O)NCCCOCC)c2cccnc2)cc1. The result is 0 (inactive). (3) The molecule is S(=O)(=O)(NCCOc1ccccc1)c1cc(F)c(OC)cc1. The result is 0 (inactive). (4) The result is 0 (inactive). The molecule is S(=O)(=O)(c1ccc(C(=O)NC(c2ccccc2)c2ccccc2)cc1)C(F)F. (5) The compound is Clc1c(C(=O)Nc2n(ncc2)C2CCN(CC2)Cc2c(n(nc2)CCC)C)cccc1. The result is 0 (inactive). (6) The drug is OC(CN1CCCCCC1)COc1ccc(OCC(O)CN2CCCCCC2)cc1. The result is 0 (inactive). (7) The result is 0 (inactive). The drug is O1CCN(CC(O)COc2ccc(cc2)C)CC1. (8) The drug is O(CCCN1c2c(C(=O)C1=O)cccc2C)c1c(cccc1)C. The result is 0 (inactive). (9) The drug is O=C1N(CCc2cc(OC)c(OC)cc2)C(=O)c2ncccc12. The result is 0 (inactive). (10) The drug is S(CC(=O)NC1(CCCCC1)C#N)c1n(N)c(nn1)COc1c(F)cccc1. The result is 0 (inactive).